Dataset: Full USPTO retrosynthesis dataset with 1.9M reactions from patents (1976-2016). Task: Predict the reactants needed to synthesize the given product. (1) Given the product [CH2:14]([Sn:9]([CH2:5][CH2:6][CH2:7][CH3:8])([CH2:10][CH2:11][CH2:12][CH3:13])[CH:3]=[CH:2][CH2:1][OH:4])[CH2:15][CH2:16][CH3:17], predict the reactants needed to synthesize it. The reactants are: [CH2:1]([OH:4])[C:2]#[CH:3].[CH2:5]([SnH:9]([CH2:14][CH2:15][CH2:16][CH3:17])[CH2:10][CH2:11][CH2:12][CH3:13])[CH2:6][CH2:7][CH3:8].N(C1(C#N)CCCCC1)=NC1(C#N)CCCCC1. (2) The reactants are: [CH:1]1([CH2:4][O:5][C:6]2[CH:11]=[CH:10][C:9]([F:12])=[CH:8][C:7]=2[C:13]2[CH:18]=[CH:17][N:16]=[C:15]3[C:19]([C:23]([O:25][CH2:26][CH3:27])=[O:24])=[C:20]([CH3:22])[NH:21][C:14]=23)[CH2:3][CH2:2]1.Cl[CH2:29][O:30][CH2:31][CH2:32][Si:33]([CH3:36])([CH3:35])[CH3:34]. Given the product [CH:1]1([CH2:4][O:5][C:6]2[CH:11]=[CH:10][C:9]([F:12])=[CH:8][C:7]=2[C:13]2[CH:18]=[CH:17][N:16]=[C:15]3[C:19]([C:23]([O:25][CH2:26][CH3:27])=[O:24])=[C:20]([CH3:22])[N:21]([CH2:29][O:30][CH2:31][CH2:32][Si:33]([CH3:36])([CH3:35])[CH3:34])[C:14]=23)[CH2:2][CH2:3]1, predict the reactants needed to synthesize it.